Dataset: NCI-60 drug combinations with 297,098 pairs across 59 cell lines. Task: Regression. Given two drug SMILES strings and cell line genomic features, predict the synergy score measuring deviation from expected non-interaction effect. Drug 1: CC1=C(C(CCC1)(C)C)C=CC(=CC=CC(=CC(=O)O)C)C. Drug 2: CC12CCC3C(C1CCC2O)C(CC4=C3C=CC(=C4)O)CCCCCCCCCS(=O)CCCC(C(F)(F)F)(F)F. Cell line: HT29. Synergy scores: CSS=13.5, Synergy_ZIP=-1.33, Synergy_Bliss=2.73, Synergy_Loewe=5.36, Synergy_HSA=5.90.